This data is from Forward reaction prediction with 1.9M reactions from USPTO patents (1976-2016). The task is: Predict the product of the given reaction. (1) The product is: [CH3:12][C:8]1[C:6]2[N:7]=[C:2]([C:40]3[CH:41]=[N:42][C:43]([NH2:46])=[N:44][CH:45]=3)[N:3]=[C:4]([N:13]3[CH2:18][CH2:17][O:16][CH2:15][CH2:14]3)[C:5]=2[S:10][C:9]=1[C:27]1[CH:26]=[CH:25][CH:24]=[C:23]([S:20]([CH3:19])(=[O:22])=[O:21])[CH:28]=1. Given the reactants Cl[C:2]1[N:3]=[C:4]([N:13]2[CH2:18][CH2:17][O:16][CH2:15][CH2:14]2)[C:5]2[S:10][C:9](I)=[C:8]([CH3:12])[C:6]=2[N:7]=1.[CH3:19][S:20]([C:23]1[CH:24]=[C:25](B(O)O)[CH:26]=[CH:27][CH:28]=1)(=[O:22])=[O:21].CC1(C)C(C)(C)OB([C:40]2[CH:41]=[N:42][C:43]([NH2:46])=[N:44][CH:45]=2)O1, predict the reaction product. (2) Given the reactants [CH3:1][N:2]([CH3:26])[C:3]([C:5]1[C:6]([CH2:17][CH2:18][C:19](=[O:25])[C:20]2[S:21][CH:22]=[CH:23][CH:24]=2)=[C:7]([OH:16])[C:8]2[N:9]([C:11]([CH3:15])=[C:12]([CH3:14])[N:13]=2)[CH:10]=1)=[O:4].[BH4-].[Na+].[Cl-].[NH4+].ClCCl, predict the reaction product. The product is: [CH3:26][N:2]([CH3:1])[C:3]([C:5]1[C:6]([CH2:17][CH2:18][CH:19]([OH:25])[C:20]2[S:21][CH:22]=[CH:23][CH:24]=2)=[C:7]([OH:16])[C:8]2[N:9]([C:11]([CH3:15])=[C:12]([CH3:14])[N:13]=2)[CH:10]=1)=[O:4]. (3) The product is: [Br:4][C:5]1[CH:6]=[C:7]([CH2:8][OH:9])[CH:12]=[C:13]([CH2:16][CH2:17][CH2:18][O:19][Si:20]([CH:21]([CH3:23])[CH3:22])([CH:24]([CH3:25])[CH3:26])[CH:27]([CH3:29])[CH3:28])[C:14]=1[CH3:15]. Given the reactants ClCCl.[Br:4][C:5]1[CH:6]=[C:7]([CH:12]=[C:13]([CH2:16][CH2:17][CH2:18][O:19][Si:20]([CH:27]([CH3:29])[CH3:28])([CH:24]([CH3:26])[CH3:25])[CH:21]([CH3:23])[CH3:22])[C:14]=1[CH3:15])[C:8](OC)=[O:9], predict the reaction product.